Dataset: Forward reaction prediction with 1.9M reactions from USPTO patents (1976-2016). Task: Predict the product of the given reaction. (1) Given the reactants [CH:1]1([NH:4][C:5](=[O:35])[C:6]2[CH:11]=[CH:10][C:9]([CH3:12])=[C:8]([N:13]3[CH:18]=[CH:17][N:16]=[C:15]([NH:19][C:20]([CH3:33])([C:22]4[CH:27]=[CH:26][CH:25]=[CH:24][C:23]=4[O:28][CH2:29][CH2:30][NH:31][CH3:32])[CH3:21])[C:14]3=[O:34])[CH:7]=2)[CH2:3][CH2:2]1.[ClH:36], predict the reaction product. The product is: [ClH:36].[CH:1]1([NH:4][C:5](=[O:35])[C:6]2[CH:11]=[CH:10][C:9]([CH3:12])=[C:8]([N:13]3[CH:18]=[CH:17][N:16]=[C:15]([NH:19][C:20]([CH3:33])([C:22]4[CH:27]=[CH:26][CH:25]=[CH:24][C:23]=4[O:28][CH2:29][CH2:30][NH:31][CH3:32])[CH3:21])[C:14]3=[O:34])[CH:7]=2)[CH2:3][CH2:2]1. (2) Given the reactants O1CCOCC1.I[C:8]1[CH:9]=[C:10]([C@H:16]2[CH2:18][C@@H:17]2[C:19]([O:21][CH2:22][CH3:23])=[O:20])[CH:11]=[CH:12][C:13]=1[O:14][CH3:15].[B:24]1([B:24]2[O:28][C:27]([CH3:30])([CH3:29])[C:26]([CH3:32])([CH3:31])[O:25]2)[O:28][C:27]([CH3:30])([CH3:29])[C:26]([CH3:32])([CH3:31])[O:25]1.C([O-])(=O)C.[K+], predict the reaction product. The product is: [CH3:15][O:14][C:13]1[CH:12]=[CH:11][C:10]([C@H:16]2[CH2:18][C@@H:17]2[C:19]([O:21][CH2:22][CH3:23])=[O:20])=[CH:9][C:8]=1[B:24]1[O:28][C:27]([CH3:30])([CH3:29])[C:26]([CH3:32])([CH3:31])[O:25]1. (3) Given the reactants [NH2:1][CH:2]1[CH2:7][CH2:6][CH2:5][N:4]([C:8]([O:10][C:11]([CH3:14])([CH3:13])[CH3:12])=[O:9])[CH2:3]1.[Br:15][C:16]1[CH:21]=[C:20](Br)[C:19]([N+:23]([O-:25])=[O:24])=[CH:18][N:17]=1.CCN(CC)CC.[OH-].[Na+], predict the reaction product. The product is: [Br:15][C:16]1[CH:21]=[C:20]([NH:1][CH:2]2[CH2:7][CH2:6][CH2:5][N:4]([C:8]([O:10][C:11]([CH3:14])([CH3:13])[CH3:12])=[O:9])[CH2:3]2)[C:19]([N+:23]([O-:25])=[O:24])=[CH:18][N:17]=1. (4) Given the reactants [F:1][C:2]1[C:3](/[CH:16]=[CH:17]/[C:18]([O:20][CH3:21])=[O:19])=[C:4]([C:12]([O:14][CH3:15])=[O:13])[C:5]2[C:9]([CH:10]=1)=[N:8][N:7]([CH3:11])[CH:6]=2, predict the reaction product. The product is: [F:1][C:2]1[C:3]([CH2:16][CH2:17][C:18]([O:20][CH3:21])=[O:19])=[C:4]([C:12]([O:14][CH3:15])=[O:13])[C:5]2[C:9]([CH:10]=1)=[N:8][N:7]([CH3:11])[CH:6]=2.